This data is from Catalyst prediction with 721,799 reactions and 888 catalyst types from USPTO. The task is: Predict which catalyst facilitates the given reaction. (1) Reactant: [CH3:1][S:2](Cl)(=[O:4])=[O:3].FC(F)(F)C(O)=O.[NH2:13][C:14]1[CH:15]=[C:16]([NH:20][C:21](=[O:38])[C:22]([NH:24][C:25]2[CH:30]=[CH:29][C:28]([C:31]3[O:35][CH:34]=[N:33][CH:32]=3)=[C:27]([O:36][CH3:37])[CH:26]=2)=[O:23])[CH:17]=[CH:18][CH:19]=1.C(N(CC)CC)C. Product: [CH3:1][S:2]([NH:13][C:14]1[CH:15]=[C:16]([NH:20][C:21](=[O:38])[C:22]([NH:24][C:25]2[CH:30]=[CH:29][C:28]([C:31]3[O:35][CH:34]=[N:33][CH:32]=3)=[C:27]([O:36][CH3:37])[CH:26]=2)=[O:23])[CH:17]=[CH:18][CH:19]=1)(=[O:4])=[O:3]. The catalyst class is: 42. (2) Reactant: C[Sn](C)(C)[C:3]1[CH:18]=[CH:17][C:6]2[NH:7][C:8](C(OC(C)(C)C)=O)=[N:9][C:5]=2[CH:4]=1.Br[C:22]1[N:27]=[C:26]2[N:28]([CH2:32][CH:33]3[CH2:38][CH2:37][O:36][CH2:35][CH2:34]3)[C:29](=[O:31])[NH:30][C:25]2=[N:24][CH:23]=1. Product: [NH:7]1[C:6]2[CH:17]=[CH:18][C:3]([C:22]3[N:27]=[C:26]4[N:28]([CH2:32][CH:33]5[CH2:38][CH2:37][O:36][CH2:35][CH2:34]5)[C:29](=[O:31])[NH:30][C:25]4=[N:24][CH:23]=3)=[CH:4][C:5]=2[N:9]=[CH:8]1. The catalyst class is: 233. (3) Reactant: [Si]([O:8][CH2:9][C@@H:10]([NH:18][C:19]1[C:20]2[CH2:28][N:27]([C:29]3[CH:36]=[CH:35][C:34]([Cl:37])=[CH:33][C:30]=3[C:31]#[N:32])[CH2:26][CH2:25][C:21]=2[N:22]=[CH:23][N:24]=1)[C:11]1[CH:12]=[N:13][C:14]([CH3:17])=[N:15][CH:16]=1)(C(C)(C)C)(C)C.CCCC[N+](CCCC)(CCCC)CCCC.[F-].O.CCOC(C)=O. Product: [Cl:37][C:34]1[CH:35]=[CH:36][C:29]([N:27]2[CH2:26][CH2:25][C:21]3[N:22]=[CH:23][N:24]=[C:19]([NH:18][C@@H:10]([C:11]4[CH:16]=[N:15][C:14]([CH3:17])=[N:13][CH:12]=4)[CH2:9][OH:8])[C:20]=3[CH2:28]2)=[C:30]([CH:33]=1)[C:31]#[N:32]. The catalyst class is: 1. (4) Reactant: [CH3:1][C:2]1[N:7]=[CH:6][C:5]([CH2:8][C:9]#[N:10])=[CH:4][N:3]=1.Br[CH2:12][CH2:13][O:14][CH2:15][CH2:16]Br.CC([O-])(C)C.[K+]. Product: [CH3:1][C:2]1[N:7]=[CH:6][C:5]([C:8]2([C:9]#[N:10])[CH2:16][CH2:15][O:14][CH2:13][CH2:12]2)=[CH:4][N:3]=1. The catalyst class is: 12.